This data is from Full USPTO retrosynthesis dataset with 1.9M reactions from patents (1976-2016). The task is: Predict the reactants needed to synthesize the given product. (1) Given the product [ClH:1].[Cl:21][C:22]1[C:27]([F:28])=[CH:26][C:25]2[N:29]=[C:16]([CH2:15][N:14]([CH3:19])[C:12](=[O:13])[CH2:11][N:7]3[C:6]4[CH:20]=[C:2]([Cl:1])[CH:3]=[CH:4][C:5]=4[S:9][C:8]3=[O:10])[NH:30][C:24]=2[CH:23]=1, predict the reactants needed to synthesize it. The reactants are: [Cl:1][C:2]1[CH:3]=[CH:4][C:5]2[S:9][C:8](=[O:10])[N:7]([CH2:11][C:12]([N:14]([CH3:19])[CH2:15][C:16](O)=O)=[O:13])[C:6]=2[CH:20]=1.[Cl:21][C:22]1[CH:23]=[C:24]([NH2:30])[C:25]([NH2:29])=[CH:26][C:27]=1[F:28].C1C=CC2N(O)N=NC=2C=1.CCN=C=NCCCN(C)C.Cl. (2) Given the product [CH3:1][C:2]1[CH:7]=[CH:6][C:5]([S:8]([O:11][CH2:12][C@H:13]2[CH2:27][O:26][C:16]3[CH:17]=[CH:18][C:19]4[CH2:20][CH2:21][CH2:22][O:23][C:24]=4[C:15]=3[O:14]2)(=[O:10])=[O:9])=[CH:4][CH:3]=1, predict the reactants needed to synthesize it. The reactants are: [CH3:1][C:2]1[CH:7]=[CH:6][C:5]([S:8]([O:11][CH2:12][C@H:13]2[CH2:27][O:26][C:16]3[CH:17]=[CH:18][C:19]4[C:20](=O)[CH:21]=[CH:22][O:23][C:24]=4[C:15]=3[O:14]2)(=[O:10])=[O:9])=[CH:4][CH:3]=1. (3) Given the product [Br:1][C:2]1[CH:3]=[C:4]2[C:9](=[CH:10][CH:11]=1)[N:8]=[C:7]([Cl:12])[C:6]([CH2:13][OH:14])=[CH:5]2, predict the reactants needed to synthesize it. The reactants are: [Br:1][C:2]1[CH:3]=[C:4]2[C:9](=[CH:10][CH:11]=1)[N:8]=[C:7]([Cl:12])[C:6]([CH:13]=[O:14])=[CH:5]2.[BH4-].[Na+]. (4) Given the product [F:62][C:58]1[CH:57]=[C:56]([CH:61]=[CH:60][CH:59]=1)[CH2:55][S:54][C:51]1[O:50][C:49]([C:47]2[CH:46]=[CH:45][N:44]=[C:43]([NH:38][C:34](=[O:37])[CH:35]=[CH2:36])[CH:48]=2)=[N:53][N:52]=1, predict the reactants needed to synthesize it. The reactants are: FC1C=C(C=CC=1)CSC1OC(C2C=CN=C(N)C=2)=NN=1.C(N(CC)CC)C.C(Cl)(=O)C=C.[C:34]([N:38]([C:43]1[CH:48]=[C:47]([C:49]2[O:50][C:51]([S:54][CH2:55][C:56]3[CH:61]=[CH:60][CH:59]=[C:58]([F:62])[CH:57]=3)=[N:52][N:53]=2)[CH:46]=[CH:45][N:44]=1)C(=O)C=C)(=[O:37])[CH:35]=[CH2:36]. (5) Given the product [NH2:1][C:4]1[CH:5]=[N:6][C:7]([NH:10][C:11]2[CH:12]=[CH:13][C:14]([C:15]([N:17]([CH2:21][CH2:22][OH:23])[CH:18]([CH3:20])[CH3:19])=[O:16])=[CH:24][CH:25]=2)=[N:8][CH:9]=1, predict the reactants needed to synthesize it. The reactants are: [N+:1]([C:4]1[CH:5]=[N:6][C:7]([NH:10][C:11]2[CH:25]=[CH:24][C:14]([C:15]([N:17]([CH2:21][CH2:22][OH:23])[CH:18]([CH3:20])[CH3:19])=[O:16])=[CH:13][CH:12]=2)=[N:8][CH:9]=1)([O-])=O. (6) Given the product [F:41][C:2]1[CH:7]=[CH:6][C:5]([NH:8][C:9]2[CH:36]=[CH:35][C:34]([C:37]([F:40])([F:39])[F:38])=[CH:33][C:10]=2[CH2:11][N:12]2[C:16]([CH3:18])([CH3:17])[C:15](=[O:19])[N:14]([C:20]3[CH:27]=[CH:26][C:23]([C:24]#[N:25])=[C:22]([C:28]([F:31])([F:30])[F:29])[CH:21]=3)[C:13]2=[O:32])=[CH:4][CH:3]=1, predict the reactants needed to synthesize it. The reactants are: Cl[C:2]1[CH:7]=[CH:6][C:5]([NH:8][C:9]2[CH:36]=[CH:35][C:34]([C:37]([F:40])([F:39])[F:38])=[CH:33][C:10]=2[CH2:11][N:12]2[C:16]([CH3:18])([CH3:17])[C:15](=[O:19])[N:14]([C:20]3[CH:27]=[CH:26][C:23]([C:24]#[N:25])=[C:22]([C:28]([F:31])([F:30])[F:29])[CH:21]=3)[C:13]2=[O:32])=[CH:4][CH:3]=1.[F:41]C1C=CC(N)=CC=1. (7) Given the product [CH3:3][O:4][C:5](=[O:17])[CH:6]([C:7]1[CH:8]=[CH:9][C:10]([S:13]([CH3:16])(=[O:14])=[O:15])=[CH:11][CH:12]=1)[CH2:19][C:20]1[CH:25]=[CH:24][CH:23]=[CH:22][C:21]=1[CH3:26], predict the reactants needed to synthesize it. The reactants are: [H-].[Na+].[CH3:3][O:4][C:5](=[O:17])[CH2:6][C:7]1[CH:12]=[CH:11][C:10]([S:13]([CH3:16])(=[O:15])=[O:14])=[CH:9][CH:8]=1.Br[CH2:19][C:20]1[CH:25]=[CH:24][CH:23]=[CH:22][C:21]=1[CH3:26].